From a dataset of Catalyst prediction with 721,799 reactions and 888 catalyst types from USPTO. Predict which catalyst facilitates the given reaction. (1) Reactant: Cl.[C:2]1([C@H:8]([NH:10][C:11]2[C:20]3[C:15](=[CH:16][C:17]([O:24][CH2:25][CH2:26][O:27]C4CCCCO4)=[C:18]([N+:21]([O-:23])=[O:22])[CH:19]=3)[N:14]=[CH:13][N:12]=2)[CH3:9])[CH:7]=[CH:6][CH:5]=[CH:4][CH:3]=1.C(=O)([O-])[O-].[Na+].[Na+]. Product: [C:2]1([C@H:8]([NH:10][C:11]2[C:20]3[C:15](=[CH:16][C:17]([O:24][CH2:25][CH2:26][OH:27])=[C:18]([N+:21]([O-:23])=[O:22])[CH:19]=3)[N:14]=[CH:13][N:12]=2)[CH3:9])[CH:7]=[CH:6][CH:5]=[CH:4][CH:3]=1. The catalyst class is: 5. (2) Reactant: [Cl:1][C:2]1[CH:9]=[C:8]([N+:10]([O-:12])=[O:11])[CH:7]=[CH:6][C:3]=1[CH2:4]Cl.[CH3:13][CH:14]1[CH2:19][CH2:18][NH:17][CH2:16][CH2:15]1. Product: [Cl:1][C:2]1[CH:9]=[C:8]([N+:10]([O-:12])=[O:11])[CH:7]=[CH:6][C:3]=1[CH2:4][N:17]1[CH2:18][CH2:19][CH:14]([CH3:13])[CH2:15][CH2:16]1. The catalyst class is: 13. (3) Reactant: [NH2:1][C@H:2]1[CH2:7][CH2:6][C@H:5]([NH:8][C:9]2[CH:14]=[C:13]([C:15]3[CH:16]=[N:17][CH:18]=[C:19]([NH:21][CH2:22][CH:23]4[CH2:28][CH2:27][N:26](C(OC(C)(C)C)=O)[CH2:25][CH2:24]4)[CH:20]=3)[C:12]([Cl:36])=[CH:11][N:10]=2)[CH2:4][CH2:3]1.[C:37](=[O:54])(ON1C(=O)CCC1=O)[O:38][CH2:39][C:40]1[CH:45]=[CH:44][CH:43]=[CH:42][CH:41]=1.[C:55]([OH:61])([C:57]([F:60])([F:59])[F:58])=[O:56]. Product: [Cl:36][C:12]1[C:13]([C:15]2[CH:16]=[N:17][CH:18]=[C:19]([NH:21][CH2:22][CH:23]3[CH2:24][CH2:25][NH:26][CH2:27][CH2:28]3)[CH:20]=2)=[CH:14][C:9]([NH:8][C@H:5]2[CH2:6][CH2:7][C@H:2]([NH:1][C:37](=[O:54])[O:38][CH2:39][C:40]3[CH:41]=[CH:42][CH:43]=[CH:44][CH:45]=3)[CH2:3][CH2:4]2)=[N:10][CH:11]=1.[C:55]([OH:61])([C:57]([F:60])([F:59])[F:58])=[O:56]. The catalyst class is: 2. (4) Reactant: [N:1]1([C:7]2[CH:8]=[C:9]([OH:13])[CH:10]=[CH:11][CH:12]=2)[CH2:6][CH2:5][NH:4][CH2:3][CH2:2]1.[C:14](O[C:14]([O:16][C:17]([CH3:20])([CH3:19])[CH3:18])=[O:15])([O:16][C:17]([CH3:20])([CH3:19])[CH3:18])=[O:15]. Product: [C:17]([O:16][C:14]([N:4]1[CH2:3][CH2:2][N:1]([C:7]2[CH:12]=[CH:11][CH:10]=[C:9]([OH:13])[CH:8]=2)[CH2:6][CH2:5]1)=[O:15])([CH3:20])([CH3:19])[CH3:18]. The catalyst class is: 12. (5) Reactant: [CH3:1][O:2][C:3]1[CH:8]=[CH:7][C:6]([C:9]2[N:10]=[C:11](S(C)(=O)=O)[O:12][C:13]=2[C:14]2[CH:19]=[CH:18][C:17]([O:20][CH3:21])=[CH:16][CH:15]=2)=[CH:5][CH:4]=1.[C:26]([NH2:29])(=[O:28])[CH3:27].[H-].[Na+]. Product: [CH3:1][O:2][C:3]1[CH:8]=[CH:7][C:6]([C:9]2[N:10]=[C:11]([NH:29][C:26](=[O:28])[CH3:27])[O:12][C:13]=2[C:14]2[CH:19]=[CH:18][C:17]([O:20][CH3:21])=[CH:16][CH:15]=2)=[CH:5][CH:4]=1. The catalyst class is: 12. (6) Reactant: Cl[C:2]1[CH:3]=[CH:4][C:5]2[N:6]=[CH:7][NH:8][C:9](=[O:12])[C:10]=2[N:11]=1.[CH3:13][O:14][C:15]1[CH:16]=[C:17](B(O)O)[CH:18]=[CH:19][C:20]=1[O:21][CH3:22].C(=O)([O-])[O-].[K+].[K+]. Product: [CH3:13][O:14][C:15]1[CH:16]=[C:17]([C:2]2[CH:3]=[CH:4][C:5]3[N:6]=[CH:7][NH:8][C:9](=[O:12])[C:10]=3[N:11]=2)[CH:18]=[CH:19][C:20]=1[O:21][CH3:22]. The catalyst class is: 70. (7) Reactant: [CH:1]1([C:7]2[C:11]([C:12](OCC)=[O:13])=[CH:10][N:9]([C:17]3[CH:22]=[CH:21][C:20]([C:23]([F:26])([F:25])[F:24])=[CH:19][N:18]=3)[N:8]=2)[CH2:6][CH2:5][CH2:4][CH2:3][CH2:2]1.[H-].C([Al+]CC(C)C)C(C)C.Cl. Product: [CH:1]1([C:7]2[C:11]([CH2:12][OH:13])=[CH:10][N:9]([C:17]3[CH:22]=[CH:21][C:20]([C:23]([F:24])([F:26])[F:25])=[CH:19][N:18]=3)[N:8]=2)[CH2:2][CH2:3][CH2:4][CH2:5][CH2:6]1. The catalyst class is: 188. (8) Reactant: [F:1][C:2]1[CH:30]=[CH:29][C:5]([CH2:6][NH:7][C:8]([C:10]2[C:19]([OH:20])=[C:18]3[C:13]([CH:14]=[CH:15][CH:16]=[N:17]3)=[C:12]([CH:21]3[S:27][CH2:26][CH2:25][NH:24][C:23](=[O:28])[CH2:22]3)[N:11]=2)=[O:9])=[CH:4][CH:3]=1.ClC1C=CC=C(C(OO)=[O:39])C=1.ClCCl.CS(C)=O. Product: [F:1][C:2]1[CH:3]=[CH:4][C:5]([CH2:6][NH:7][C:8]([C:10]2[C:19]([OH:20])=[C:18]3[C:13]([CH:14]=[CH:15][CH:16]=[N:17]3)=[C:12]([CH:21]3[S:27](=[O:39])[CH2:26][CH2:25][NH:24][C:23](=[O:28])[CH2:22]3)[N:11]=2)=[O:9])=[CH:29][CH:30]=1. The catalyst class is: 369. (9) Product: [F:30][C:31]1[CH:38]=[CH:37][CH:36]=[C:35]([F:39])[C:32]=1[CH2:33][N:3]([CH2:4][C:5]1[CH:10]=[CH:9][C:8]([CH2:11][N:12]2[CH2:13][CH2:14][N:15]([C:18]3[C:23]([C:24]([O:26][CH:27]([CH3:28])[CH3:29])=[O:25])=[CH:22][CH:21]=[CH:20][N:19]=3)[CH2:16][CH2:17]2)=[CH:7][CH:6]=1)[CH2:1][CH3:2]. The catalyst class is: 5. Reactant: [CH2:1]([NH:3][CH2:4][C:5]1[CH:10]=[CH:9][C:8]([CH2:11][N:12]2[CH2:17][CH2:16][N:15]([C:18]3[C:23]([C:24]([O:26][CH:27]([CH3:29])[CH3:28])=[O:25])=[CH:22][CH:21]=[CH:20][N:19]=3)[CH2:14][CH2:13]2)=[CH:7][CH:6]=1)[CH3:2].[F:30][C:31]1[CH:38]=[CH:37][CH:36]=[C:35]([F:39])[C:32]=1[CH:33]=O.C(O)(=O)C.C([BH3-])#N.[Na+].